From a dataset of Catalyst prediction with 721,799 reactions and 888 catalyst types from USPTO. Predict which catalyst facilitates the given reaction. Reactant: [Br:1][C:2]1[CH:3]=[C:4]([CH:8]([O:15][Si](C(C)(C)C)(C)C)[CH2:9][CH:10]([OH:14])[CH2:11][CH:12]=[CH2:13])[CH:5]=[CH:6][CH:7]=1.[F-].C([N+](CCCC)(CCCC)CCCC)CCC. Product: [Br:1][C:2]1[CH:3]=[C:4]([CH:8]([OH:15])[CH2:9][CH:10]([OH:14])[CH2:11][CH:12]=[CH2:13])[CH:5]=[CH:6][CH:7]=1. The catalyst class is: 217.